This data is from Full USPTO retrosynthesis dataset with 1.9M reactions from patents (1976-2016). The task is: Predict the reactants needed to synthesize the given product. (1) Given the product [NH2:22][C:5]1[CH:6]=[C:1]([C:7]2[NH:8][C:9]3[CH:10]=[CH:11][CH:12]=[C:13]4[C:19](=[O:20])[NH:18][CH2:17][CH2:16][C:15]=2[C:14]=34)[CH:2]=[CH:3][CH:4]=1, predict the reactants needed to synthesize it. The reactants are: [C:1]1([C:7]2[NH:8][C:9]3[CH:10]=[CH:11][CH:12]=[C:13]4[C:19](=[O:20])[NH:18][CH2:17][CH2:16][C:15]=2[C:14]=34)[CH:6]=[CH:5][CH:4]=[CH:3][CH:2]=1.O.[NH2:22]C1C=C(B(O)O)C=CC=1. (2) Given the product [C:14]([O:13][C:11](=[O:12])[NH:10][CH2:9][C@@H:7]1[CH2:8][C@H:6]1[CH:4]=[O:3])([CH3:15])([CH3:17])[CH3:16], predict the reactants needed to synthesize it. The reactants are: C([O:3][C:4]([C@@H:6]1[CH2:8][C@H:7]1[CH2:9][NH:10][C:11]([O:13][C:14]([CH3:17])([CH3:16])[CH3:15])=[O:12])=O)C.CC(C[AlH]CC(C)C)C.C(C(C(C([O-])=O)O)O)([O-])=O.[Na+].[Na+]. (3) Given the product [CH3:1][N:3]1[CH2:4][CH2:5][N:6]([C:9]2[N:10]=[CH:11][C:12]([C:25]3[N:26]=[C:27]4[C:32](=[CH:33][CH:34]=3)[N:31]=[CH:30][C:29]3[CH:35]=[CH:36][C:37](=[O:49])[N:38]([C:39]5[CH:44]=[CH:43][CH:42]=[C:41]([C:45]([F:47])([F:46])[F:48])[CH:40]=5)[C:28]4=3)=[CH:13][CH:14]=2)[CH2:7][CH2:8]1, predict the reactants needed to synthesize it. The reactants are: [CH2:1]([N:3]1[CH2:8][CH2:7][N:6]([C:9]2[CH:14]=[CH:13][C:12](B3OC(C)(C)C(C)(C)O3)=[CH:11][N:10]=2)[CH2:5][CH2:4]1)C.Cl[C:25]1[N:26]=[C:27]2[C:32](=[CH:33][CH:34]=1)[N:31]=[CH:30][C:29]1[CH:35]=[CH:36][C:37](=[O:49])[N:38]([C:39]3[CH:44]=[CH:43][CH:42]=[C:41]([C:45]([F:48])([F:47])[F:46])[CH:40]=3)[C:28]2=1.C(=O)([O-])[O-].[Na+].[Na+].